Dataset: Forward reaction prediction with 1.9M reactions from USPTO patents (1976-2016). Task: Predict the product of the given reaction. (1) Given the reactants [CH3:1][O:2][CH2:3][C@@H:4]1[CH2:8][CH2:7][CH2:6][N:5]1[S:9]([C:12]1[CH:13]=[C:14]2[C:18](=[CH:19][CH:20]=1)[N:17]([CH2:21][CH2:22][C:23]#[N:24])[C:16](=O)[C:15]12[O:30][CH2:29][CH2:28][CH2:27][O:26]1)(=[O:11])=[O:10].N.C1COCC1.[H][H], predict the reaction product. The product is: [CH3:1][O:2][CH2:3][C@@H:4]1[CH2:8][CH2:7][CH2:6][N:5]1[S:9]([C:12]1[CH:20]=[CH:19][C:18]2[N:17]3[CH2:21][CH2:22][CH2:23][N:24]=[C:16]3[C:15]3([O:26][CH2:27][CH2:28][CH2:29][O:30]3)[C:14]=2[CH:13]=1)(=[O:11])=[O:10]. (2) Given the reactants [NH:1]1[CH2:8][CH2:7][CH2:6][C@H:2]1[C:3]([OH:5])=O.[CH3:9][N:10]1[CH2:15][CH2:14][NH:13][CH2:12][CH2:11]1, predict the reaction product. The product is: [CH3:9][N:10]1[CH2:15][CH2:14][N:13]([C:3]([CH:2]2[CH2:6][CH2:7][CH2:8][NH:1]2)=[O:5])[CH2:12][CH2:11]1.